Dataset: Forward reaction prediction with 1.9M reactions from USPTO patents (1976-2016). Task: Predict the product of the given reaction. (1) Given the reactants [CH:1]([N:4]1[C:8]([C:9]2[N:10]=[C:11]3[C:17]4[CH:18]=[C:19]([CH:22]=C)[N:20]=[CH:21][C:16]=4[O:15][CH2:14][CH2:13][N:12]3[CH:24]=2)=[N:7][CH:6]=[N:5]1)([CH3:3])[CH3:2].[O:25]1CCCC1.O.I([O-])(=O)(=O)=O.[Na+], predict the reaction product. The product is: [CH:1]([N:4]1[C:8]([C:9]2[N:10]=[C:11]3[C:17]4[CH:18]=[C:19]([CH:22]=[O:25])[N:20]=[CH:21][C:16]=4[O:15][CH2:14][CH2:13][N:12]3[CH:24]=2)=[N:7][CH:6]=[N:5]1)([CH3:3])[CH3:2]. (2) Given the reactants Br[C:2]1[CH:11]=[CH:10][CH:9]=[C:8]2[C:3]=1[CH:4]=[C:5]([O:12][CH3:13])[CH:6]=[N:7]2.[Li]CCCC.CN([CH:22]=[O:23])C.OS([O-])(=O)=O.[Na+], predict the reaction product. The product is: [CH3:13][O:12][C:5]1[CH:6]=[N:7][C:8]2[CH:9]=[CH:10][CH:11]=[C:2]([CH:22]=[O:23])[C:3]=2[CH:4]=1. (3) Given the reactants [OH:1][C:2]1[CH:7]=[CH:6][C:5]([N:8]2[C:12]([CH3:14])([CH3:13])[C:11](=[O:15])[N:10]([C:16]3[CH:23]=[CH:22][C:19]([C:20]#[N:21])=[C:18]([C:24]([F:27])([F:26])[F:25])[CH:17]=3)[C:9]2=[S:28])=[CH:4][CH:3]=1.O[CH2:30][C:31]1([NH:34][C:35](=[O:41])[O:36][C:37]([CH3:40])([CH3:39])[CH3:38])[CH2:33][CH2:32]1.C1(P(C2C=CC=CC=2)C2C=CC=CC=2)C=CC=CC=1.N(C(OC(C)C)=O)=NC(OC(C)C)=O, predict the reaction product. The product is: [C:20]([C:19]1[CH:22]=[CH:23][C:16]([N:10]2[C:11](=[O:15])[C:12]([CH3:14])([CH3:13])[N:8]([C:5]3[CH:4]=[CH:3][C:2]([O:1][CH2:30][C:31]4([NH:34][C:35](=[O:41])[O:36][C:37]([CH3:40])([CH3:39])[CH3:38])[CH2:32][CH2:33]4)=[CH:7][CH:6]=3)[C:9]2=[S:28])=[CH:17][C:18]=1[C:24]([F:26])([F:27])[F:25])#[N:21]. (4) Given the reactants CN(C)/[CH:3]=[CH:4]/[C:5]([C:7]1[N:11]([CH:12]([CH3:14])[CH3:13])[C:10]([CH3:15])=[N:9][CH:8]=1)=O.C(=O)(O)O.[NH2:21][C:22]([NH2:24])=[NH:23].CCOCC, predict the reaction product. The product is: [CH:12]([N:11]1[C:7]([C:5]2[CH:4]=[CH:3][N:21]=[C:22]([NH2:24])[N:23]=2)=[CH:8][N:9]=[C:10]1[CH3:15])([CH3:14])[CH3:13]. (5) Given the reactants C(OC([N:11]1[CH2:16][CH2:15][CH2:14][CH2:13][CH:12]1[C:17](=[O:29])[NH:18][CH:19]1[CH:26]2[CH2:27][CH:22]3[CH2:23][CH:24]([CH2:28][CH:20]1[CH2:21]3)[CH2:25]2)=O)C1C=CC=CC=1, predict the reaction product. The product is: [CH:26]12[CH2:25][CH:24]3[CH2:23][CH:22]([CH2:21][CH:20]([CH2:28]3)[CH:19]1[NH:18][C:17]([CH:12]1[CH2:13][CH2:14][CH2:15][CH2:16][NH:11]1)=[O:29])[CH2:27]2. (6) Given the reactants [F:1][CH:2]([F:11])[O:3][C:4]1[CH:5]=[C:6]([CH:8]=[CH:9][CH:10]=1)[NH2:7].[CH3:12][C:13]1[CH:18]=[CH:17][C:16]([S:19](Cl)(=[O:21])=[O:20])=[CH:15][C:14]=1[N:23]1[CH2:28][CH2:27][N:26]([C:29](=[O:34])[C:30]([F:33])([F:32])[F:31])[CH2:25][CH2:24]1, predict the reaction product. The product is: [F:1][CH:2]([F:11])[O:3][C:4]1[CH:5]=[C:6]([NH:7][S:19]([C:16]2[CH:17]=[CH:18][C:13]([CH3:12])=[C:14]([N:23]3[CH2:28][CH2:27][N:26]([C:29](=[O:34])[C:30]([F:33])([F:31])[F:32])[CH2:25][CH2:24]3)[CH:15]=2)(=[O:21])=[O:20])[CH:8]=[CH:9][CH:10]=1. (7) Given the reactants [N:1]1[CH:6]=[CH:5][C:4]([CH2:7][CH2:8][CH2:9]O)=[CH:3][CH:2]=1.[Na].I.[OH-].[Na+], predict the reaction product. The product is: [N:1]12[CH2:6][CH2:5][CH:4]([CH2:3][CH2:2]1)[CH2:7][CH2:8][CH2:9]2.